Dataset: Full USPTO retrosynthesis dataset with 1.9M reactions from patents (1976-2016). Task: Predict the reactants needed to synthesize the given product. (1) Given the product [Cl:1][C:2]1[CH:3]=[C:4]([CH:30]=[CH:31][C:32]=1[Cl:33])[CH2:5][NH:6][CH:7]1[CH2:15][C:14]2[C:9](=[CH:10][CH:11]=[C:12]([NH:16][C:17]3[CH:26]=[CH:25][C:24]([N+:27]([O-:29])=[O:28])=[CH:23][C:18]=3[C:19]([OH:21])=[O:20])[CH:13]=2)[CH2:8]1, predict the reactants needed to synthesize it. The reactants are: [Cl:1][C:2]1[CH:3]=[C:4]([CH:30]=[CH:31][C:32]=1[Cl:33])[CH2:5][NH:6][CH:7]1[CH2:15][C:14]2[C:9](=[CH:10][CH:11]=[C:12]([NH:16][C:17]3[CH:26]=[CH:25][C:24]([N+:27]([O-:29])=[O:28])=[CH:23][C:18]=3[C:19]([O:21]C)=[O:20])[CH:13]=2)[CH2:8]1.[OH-].[Na+].O. (2) Given the product [CH2:34]([O:33][CH2:32][CH2:31][N:5]1[C:6](=[O:24])[C:7]2[CH:12]=[C:11]([C:13]3[CH:14]=[CH:15][C:16]([O:19][C:20]([F:23])([F:21])[F:22])=[CH:17][CH:18]=3)[CH:10]=[CH:9][C:8]=2[N:2]([CH3:1])[C:3](=[O:25])[CH2:4]1)[C:35]1[CH:40]=[CH:39][CH:38]=[CH:37][CH:36]=1, predict the reactants needed to synthesize it. The reactants are: [CH3:1][N:2]1[C:8]2[CH:9]=[CH:10][C:11]([C:13]3[CH:18]=[CH:17][C:16]([O:19][C:20]([F:23])([F:22])[F:21])=[CH:15][CH:14]=3)=[CH:12][C:7]=2[C:6](=[O:24])[NH:5][CH2:4][C:3]1=[O:25].[H-].[Na+].[H][H].Br[CH2:31][CH2:32][O:33][CH2:34][C:35]1[CH:40]=[CH:39][CH:38]=[CH:37][CH:36]=1. (3) Given the product [C:41]([C:38]1[CH:37]=[CH:36][C:35]([C@H:33]2[C@:17]3([N:21]([CH3:22])[C:20](=[O:23])[N:19]([C:24]4[CH:29]=[C:28]([Cl:30])[CH:27]=[C:26]([Cl:31])[CH:25]=4)[C:18]3=[O:32])[CH2:16][N:15]([CH2:14][C:13]([OH:43])=[O:12])[CH2:34]2)=[CH:40][CH:39]=1)#[N:42], predict the reactants needed to synthesize it. The reactants are: FC(F)(F)C(O)=O.C([O:12][C:13](=[O:43])[CH2:14][N:15]1[CH2:34][C@@H:33]([C:35]2[CH:40]=[CH:39][C:38]([C:41]#[N:42])=[CH:37][CH:36]=2)[C@:17]2([N:21]([CH3:22])[C:20](=[O:23])[N:19]([C:24]3[CH:29]=[C:28]([Cl:30])[CH:27]=[C:26]([Cl:31])[CH:25]=3)[C:18]2=[O:32])[CH2:16]1)(C)(C)C. (4) Given the product [Cl:24][C:19]1[CH:18]=[C:17]([C:10]2([C:13]([F:16])([F:15])[F:14])[CH2:11][N:12]=[C:8]([C:5]3[CH:6]=[CH:7][C:2]([CH:33]=[O:34])=[C:3]([CH3:25])[CH:4]=3)[CH2:9]2)[CH:22]=[C:21]([Cl:23])[CH:20]=1, predict the reactants needed to synthesize it. The reactants are: Br[C:2]1[CH:7]=[CH:6][C:5]([C:8]2[CH2:9][C:10]([C:17]3[CH:22]=[C:21]([Cl:23])[CH:20]=[C:19]([Cl:24])[CH:18]=3)([C:13]([F:16])([F:15])[F:14])[CH2:11][N:12]=2)=[CH:4][C:3]=1[CH3:25].C([SiH](CC)CC)C.[C:33]([O-])([O-])=[O:34].[Na+].[Na+]. (5) Given the product [CH3:12][C:11]1[CH:10]=[CH:9][C:8]([N:13]2[N:14]=[C:15]([CH3:37])/[C:16](=[N:19]/[NH:20][C:21]3[CH:26]=[CH:25][CH:24]=[C:23]([C:27]4[CH:32]=[CH:31][CH:30]=[C:29]([C:33]([OH:35])=[O:34])[CH:28]=4)[C:22]=3[OH:36])/[C:17]2=[O:18])=[CH:7][C:6]=1[CH3:5].[CH2:3]([NH2:4])[CH2:1][OH:2], predict the reactants needed to synthesize it. The reactants are: [CH2:1]([CH2:3][NH2:4])[OH:2].[CH3:5][C:6]1[CH:7]=[C:8]([N:13]2[C:17](=[O:18])[C:16](=[N:19][NH:20][C:21]3[C:22]([OH:36])=[C:23]([C:27]4[CH:32]=[CH:31][CH:30]=[C:29]([C:33]([OH:35])=[O:34])[CH:28]=4)[CH:24]=[CH:25][CH:26]=3)[C:15]([CH3:37])=[N:14]2)[CH:9]=[CH:10][C:11]=1[CH3:12]. (6) Given the product [F:1][C:2]1[CH:3]=[C:4]([CH:5]=[CH:6][C:7]=1[F:8])[O:9][C:17]1[N:18]=[CH:19][CH:20]=[CH:21][C:16]=1[C:15]([OH:23])=[O:14], predict the reactants needed to synthesize it. The reactants are: [F:1][C:2]1[CH:3]=[C:4]([OH:9])[CH:5]=[CH:6][C:7]=1[F:8].[H-].[Na+].C([O:14][C:15](=[O:23])[C:16]1[CH:21]=[CH:20][CH:19]=[N:18][C:17]=1Cl)C.[OH-].[Na+].Cl. (7) The reactants are: [OH:1][C:2]1[CH:17]=[CH:16][C:5]2[CH2:6][CH2:7][N:8]([C:11]([O:13][CH2:14][CH3:15])=[O:12])[CH2:9][CH2:10][C:4]=2[CH:3]=1.[Br-:18].[Br-].[Br-].C[N+](C)(C)C1C=CC=CC=1.C[N+](C)(C)C1C=CC=CC=1.C[N+](C)(C)C1C=CC=CC=1. Given the product [Br:18][C:17]1[C:2]([OH:1])=[CH:3][C:4]2[CH2:10][CH2:9][N:8]([C:11]([O:13][CH2:14][CH3:15])=[O:12])[CH2:7][CH2:6][C:5]=2[CH:16]=1, predict the reactants needed to synthesize it. (8) Given the product [CH3:17][O:16][C:14](=[O:15])[O:10][C:3]1[CH:4]=[CH:5][C:6]([CH3:9])=[C:7]([F:8])[C:2]=1[F:1], predict the reactants needed to synthesize it. The reactants are: [F:1][C:2]1[C:7]([F:8])=[C:6]([CH3:9])[CH:5]=[CH:4][C:3]=1[OH:10].[H-].[Na+].Cl[C:14]([O:16][CH3:17])=[O:15]. (9) The reactants are: [NH2:1][CH2:2][C@H:3]([OH:16])[CH2:4][O:5][C:6]1[C:14]2[NH:13][C:12](=[O:15])[NH:11][C:10]=2[CH:9]=[CH:8][CH:7]=1.[CH:17]([O:20][C:21]([CH:23]1[CH2:27][CH2:26][CH2:25][N:24]1[S:28]([C:31]1[CH:36]=[CH:35][C:34]([N:37]2[CH2:42][CH2:41][C:40](=O)[CH2:39][CH2:38]2)=[CH:33][CH:32]=1)(=[O:30])=[O:29])=[O:22])([CH3:19])[CH3:18]. Given the product [CH:17]([O:20][C:21]([CH:23]1[CH2:27][CH2:26][CH2:25][N:24]1[S:28]([C:31]1[CH:32]=[CH:33][C:34]([N:37]2[CH2:42][CH2:41][CH:40]([NH:1][CH2:2][CH:3]([OH:16])[CH2:4][O:5][C:6]3[C:14]4[NH:13][C:12](=[O:15])[NH:11][C:10]=4[CH:9]=[CH:8][CH:7]=3)[CH2:39][CH2:38]2)=[CH:35][CH:36]=1)(=[O:30])=[O:29])=[O:22])([CH3:19])[CH3:18], predict the reactants needed to synthesize it. (10) Given the product [CH3:26][CH:25]([CH2:24][N:11]([S:12]([C:15]1[CH:20]=[CH:19][C:18]([NH2:21])=[CH:17][CH:16]=1)(=[O:14])=[O:13])[CH2:10][C@@H:9]([O:28][P:39]([O-:38])([O-:45])=[O:44])[C@@H:8]([NH:29][C:30]([O:31][C@@H:32]1[CH2:33][O:34][CH2:35][CH2:36]1)=[O:37])[CH2:1][C:2]1[CH:7]=[CH:6][CH:5]=[CH:4][CH:3]=1)[CH3:27].[Ca+2:50], predict the reactants needed to synthesize it. The reactants are: [CH2:1]([C@H:8]([NH:29][C:30](=[O:37])[O:31][C@H:32]1[CH2:36][CH2:35][O:34][CH2:33]1)[C@H:9]([OH:28])[CH2:10][N:11]([CH2:24][CH:25]([CH3:27])[CH3:26])[S:12]([C:15]1[CH:20]=[CH:19][C:18]([N+:21]([O-])=O)=[CH:17][CH:16]=1)(=[O:14])=[O:13])[C:2]1[CH:7]=[CH:6][CH:5]=[CH:4][CH:3]=1.[O:38]=[P:39](Cl)(Cl)Cl.Cl.[OH2:44].[OH2:45].C([O-])(=O)C.[Ca+2:50].C([O-])(=O)C.